From a dataset of NCI-60 drug combinations with 297,098 pairs across 59 cell lines. Regression. Given two drug SMILES strings and cell line genomic features, predict the synergy score measuring deviation from expected non-interaction effect. (1) Drug 1: CC1=CC=C(C=C1)C2=CC(=NN2C3=CC=C(C=C3)S(=O)(=O)N)C(F)(F)F. Drug 2: C1CC(=O)NC(=O)C1N2C(=O)C3=CC=CC=C3C2=O. Cell line: LOX IMVI. Synergy scores: CSS=-4.80, Synergy_ZIP=2.47, Synergy_Bliss=-1.11, Synergy_Loewe=-5.03, Synergy_HSA=-6.82. (2) Synergy scores: CSS=61.1, Synergy_ZIP=34.1, Synergy_Bliss=32.3, Synergy_Loewe=27.3, Synergy_HSA=30.5. Cell line: HT29. Drug 1: C1=CC(=CC=C1CC(C(=O)O)N)N(CCCl)CCCl.Cl. Drug 2: C1=CC(=CC=C1CCCC(=O)O)N(CCCl)CCCl. (3) Drug 1: C1=CC(=CC=C1CCCC(=O)O)N(CCCl)CCCl. Drug 2: CC1CCC2CC(C(=CC=CC=CC(CC(C(=O)C(C(C(=CC(C(=O)CC(OC(=O)C3CCCCN3C(=O)C(=O)C1(O2)O)C(C)CC4CCC(C(C4)OC)OCCO)C)C)O)OC)C)C)C)OC. Cell line: EKVX. Synergy scores: CSS=19.9, Synergy_ZIP=-3.22, Synergy_Bliss=-4.28, Synergy_Loewe=-13.4, Synergy_HSA=0.772. (4) Drug 2: C1CCC(C(C1)N)N.C(=O)(C(=O)[O-])[O-].[Pt+4]. Synergy scores: CSS=21.2, Synergy_ZIP=3.72, Synergy_Bliss=8.03, Synergy_Loewe=-13.0, Synergy_HSA=0.762. Drug 1: CS(=O)(=O)OCCCCOS(=O)(=O)C. Cell line: CAKI-1. (5) Drug 1: CC1=C(C(CCC1)(C)C)C=CC(=CC=CC(=CC(=O)O)C)C. Drug 2: COC1=C2C(=CC3=C1OC=C3)C=CC(=O)O2. Cell line: KM12. Synergy scores: CSS=-1.62, Synergy_ZIP=2.29, Synergy_Bliss=2.17, Synergy_Loewe=-3.16, Synergy_HSA=-2.66. (6) Drug 1: CC12CCC3C(C1CCC2=O)CC(=C)C4=CC(=O)C=CC34C. Drug 2: CC1C(C(CC(O1)OC2CC(CC3=C2C(=C4C(=C3O)C(=O)C5=C(C4=O)C(=CC=C5)OC)O)(C(=O)C)O)N)O.Cl. Cell line: NCI-H460. Synergy scores: CSS=48.7, Synergy_ZIP=5.36, Synergy_Bliss=7.34, Synergy_Loewe=2.36, Synergy_HSA=9.25.